Dataset: Full USPTO retrosynthesis dataset with 1.9M reactions from patents (1976-2016). Task: Predict the reactants needed to synthesize the given product. (1) Given the product [CH:1]([O:4][CH:5]1[CH2:10][CH2:9][C@H:8]([NH2:11])[C@H:7]([CH2:22][S:23]([CH:26]([CH3:28])[CH3:27])(=[O:24])=[O:25])[CH2:6]1)([CH3:3])[CH3:2], predict the reactants needed to synthesize it. The reactants are: [CH:1]([O:4][CH:5]1[CH2:10][CH2:9][C@H:8]([NH:11]C(=O)OCC2C=CC=CC=2)[C@H:7]([CH2:22][S:23]([CH:26]([CH3:28])[CH3:27])(=[O:25])=[O:24])[CH2:6]1)([CH3:3])[CH3:2].[H][H]. (2) Given the product [Br:1][C:2]1[C:3]([O:11][CH3:12])=[CH:4][CH:5]=[CH:6][C:7]=1[NH2:8], predict the reactants needed to synthesize it. The reactants are: [Br:1][C:2]1[C:7]([N+:8]([O-])=O)=[CH:6][CH:5]=[CH:4][C:3]=1[O:11][CH3:12]. (3) Given the product [C:11]1([C:2]2[CH:7]=[C:6]([CH3:8])[C:5]([C:27]3[CH:26]=[CH:4][CH:3]=[CH:2][CH:7]=3)=[CH:4][C:3]=2[CH3:10])[CH:16]=[CH:15][CH:14]=[CH:13][CH:12]=1, predict the reactants needed to synthesize it. The reactants are: Br[C:2]1[CH:7]=[C:6]([CH3:8])[C:5](Br)=[CH:4][C:3]=1[CH3:10].[C:11]1(B(O)O)[CH:16]=[CH:15][CH:14]=[CH:13][CH:12]=1.C([O-])([O-])=O.[Na+].[Na+].[CH3:26][CH2:27]O. (4) Given the product [C:71]([O:70][C:68](=[O:69])[N:67]([C@H:65]1[CH2:66][C@@H:62]([N:56]2[CH:55]=[N:54][C:53]3[C:57]2=[N:58][C:59]([Cl:61])=[N:60][C:52]=3[NH:51][CH:42]([CH2:43][CH3:48])[CH2:39][CH3:38])[C@H:63]([OH:83])[C@@H:64]1[OH:82])[C:75](=[O:76])[CH2:1][CH3:2])([CH3:72])([CH3:74])[CH3:73], predict the reactants needed to synthesize it. The reactants are: [C:1](OC(=O)N([C@H]1C[C@@H](N2C=NC3C2=NC(Cl)=NC=3NC(CC)CC)C=C1)C(=O)CC)(C)(C)[CH3:2].COC1C=C[C:39]([CH:42]([NH:51][C:52]2[N:60]=[C:59]([Cl:61])[N:58]=[C:57]3[C:53]=2[N:54]=[CH:55][N:56]3[C@@H:62]2[CH2:66][C@H:65]([N:67]([C:75](OC(C)(C)C)=[O:76])[C:68]([O:70][C:71]([CH3:74])([CH3:73])[CH3:72])=[O:69])[C@@H:64]([OH:82])[C@H:63]2[OH:83])[C:43]2[CH:48]=CC(OC)=CC=2)=[CH:38]C=1. (5) The reactants are: [H-].[Na+].C1COCC1.[CH3:8][O:9][C:10]1[CH:15]=[C:14]([O:16][CH3:17])[N:13]=[C:12](S(C)(=O)=O)[N:11]=1.[CH3:22][C:23]([CH3:25])=[O:24]. Given the product [CH3:8][O:9][C:10]1[CH:15]=[C:14]([O:16][CH3:17])[N:13]=[C:12]([CH2:22][C:23](=[O:24])[CH3:25])[N:11]=1, predict the reactants needed to synthesize it.